Dataset: Catalyst prediction with 721,799 reactions and 888 catalyst types from USPTO. Task: Predict which catalyst facilitates the given reaction. (1) Reactant: [Cl:1][C:2]1[CH:23]=[CH:22][C:5]([O:6][C:7]2[CH:12]=[CH:11][CH:10]=[CH:9][C:8]=2[NH:13][C:14]([CH:16]2[CH2:21][CH2:20][NH:19][CH2:18][CH2:17]2)=[O:15])=[CH:4][CH:3]=1.N1C=CC=CC=1.[C:30](Cl)(=[O:37])[C:31]1[CH:36]=[CH:35][CH:34]=[CH:33][CH:32]=1. Product: [Cl:1][C:2]1[CH:23]=[CH:22][C:5]([O:6][C:7]2[CH:12]=[CH:11][CH:10]=[CH:9][C:8]=2[NH:13][C:14]([CH:16]2[CH2:17][CH2:18][N:19]([C:30](=[O:37])[C:31]3[CH:36]=[CH:35][CH:34]=[CH:33][CH:32]=3)[CH2:20][CH2:21]2)=[O:15])=[CH:4][CH:3]=1. The catalyst class is: 2. (2) Reactant: [OH-].[K+].[CH2:3]([O:10][CH2:11][C:12]([NH:14][N:15]1[C:19]([C:20]([NH2:22])=[O:21])=[CH:18][N:17]=[CH:16]1)=O)[C:4]1[CH:9]=[CH:8][CH:7]=[CH:6][CH:5]=1. Product: [CH2:3]([O:10][CH2:11][C:12]1[NH:22][C:20](=[O:21])[C:19]2=[CH:18][N:17]=[CH:16][N:15]2[N:14]=1)[C:4]1[CH:9]=[CH:8][CH:7]=[CH:6][CH:5]=1. The catalyst class is: 315. (3) The catalyst class is: 18. Reactant: [Cl-].[C:2]([O:6][C:7](=[O:10])[CH2:8][NH3+:9])([CH3:5])([CH3:4])[CH3:3].C(=O)([O-])[O-].[K+].[K+].Br[CH2:18][C:19]1[CH:26]=[CH:25][C:22]([C:23]#[N:24])=[CH:21][CH:20]=1. Product: [C:23]([C:22]1[CH:25]=[CH:26][C:19]([CH2:18][NH:9][CH2:8][C:7]([O:6][C:2]([CH3:5])([CH3:4])[CH3:3])=[O:10])=[CH:20][CH:21]=1)#[N:24]. (4) Reactant: [CH2:1]([S:8][C:9]1[CH:10]=[C:11]2[C:16](=[CH:17][CH:18]=1)[C:15](Cl)=[N:14][N:13]=[CH:12]2)[C:2]1[CH:7]=[CH:6][CH:5]=[CH:4][CH:3]=1.[Br:20][C:21]1[C:26]([F:27])=[CH:25][C:24](B(O)O)=[C:23]([O:31][CH3:32])[CH:22]=1. Product: [CH2:1]([S:8][C:9]1[CH:10]=[C:11]2[C:16](=[CH:17][CH:18]=1)[C:15]([C:24]1[CH:25]=[C:26]([F:27])[C:21]([Br:20])=[CH:22][C:23]=1[O:31][CH3:32])=[N:14][N:13]=[CH:12]2)[C:2]1[CH:7]=[CH:6][CH:5]=[CH:4][CH:3]=1. The catalyst class is: 73. (5) Reactant: [CH3:1][O:2][C:3]1[CH:8]=[CH:7][C:6]([OH:9])=[C:5]([N+:10]([O-:12])=[O:11])[CH:4]=1.[OH-].[K+].[I:15]I. Product: [I:15][C:7]1[CH:8]=[C:3]([O:2][CH3:1])[CH:4]=[C:5]([N+:10]([O-:12])=[O:11])[C:6]=1[OH:9]. The catalyst class is: 5. (6) Reactant: [C:1]([O:4][C:5]1[CH:20]=[C:19]([NH:21][S:22]([C:25]2[C:34]3[C:29](=[CH:30][CH:31]=[CH:32][CH:33]=3)[CH:28]=[CH:27][CH:26]=2)(=[O:24])=[O:23])[CH:18]=[CH:17][C:6]=1[C:7]([O:9]CC1C=CC=CC=1)=[O:8])(=[O:3])[CH3:2].[H][H]. Product: [C:1]([O:4][C:5]1[CH:20]=[C:19]([NH:21][S:22]([C:25]2[C:34]3[C:29](=[CH:30][CH:31]=[CH:32][CH:33]=3)[CH:28]=[CH:27][CH:26]=2)(=[O:23])=[O:24])[CH:18]=[CH:17][C:6]=1[C:7]([OH:9])=[O:8])(=[O:3])[CH3:2]. The catalyst class is: 350.